Dataset: Reaction yield outcomes from USPTO patents with 853,638 reactions. Task: Predict the reaction yield, written as a fraction of the theoretical maximum amount of product (1.0 means a 100% yield; for example, 0.34 means a 34% yield). (1) The reactants are S(=O)(=O)(O)O.[Br:6][C:7]1[CH:8]=[CH:9][C:10]([CH3:14])=[C:11]([CH:13]=1)N.N([O-])=[O:16].[Na+]. The catalyst is O. The product is [Br:6][C:7]1[CH:8]=[CH:9][C:10]([CH3:14])=[C:11]([OH:16])[CH:13]=1. The yield is 0.510. (2) The reactants are [CH3:1][C:2]1[CH:3]=[C:4]([OH:11])[CH:5]=[CH:6][C:7]=1[N+:8]([O-:10])=[O:9].[Br-:12].[Br-:13].[Br-].C([N+](C)(C)C)C1C=CC=CC=1.C([N+](C)(C)C)C1C=CC=CC=1.C([N+](C)(C)C)C1C=CC=CC=1.C([O-])([O-])=O.[Ca+2].Cl. The catalyst is C(Cl)Cl.CO. The product is [Br:12][C:3]1[C:2]([CH3:1])=[C:7]([N+:8]([O-:10])=[O:9])[CH:6]=[C:5]([Br:13])[C:4]=1[OH:11]. The yield is 0.930. (3) The reactants are [NH2:1][C:2]1[CH:6]=[C:5]([C:7]([CH3:10])([CH3:9])[CH3:8])[S:4][C:3]=1[C:11]([O:13][CH3:14])=[O:12].Cl[C:16]([O:18][CH2:19][C:20]1[CH:25]=[CH:24][CH:23]=[CH:22][CH:21]=1)=[O:17].C([O-])([O-])=O.[Na+].[Na+].C1(C)C=CC=CC=1. The catalyst is O. The product is [C:16]([NH:1][C:2]1[CH:6]=[C:5]([C:7]([CH3:10])([CH3:8])[CH3:9])[S:4][C:3]=1[C:11]([O:13][CH3:14])=[O:12])([O:18][CH2:19][C:20]1[CH:25]=[CH:24][CH:23]=[CH:22][CH:21]=1)=[O:17]. The yield is 1.00. (4) The reactants are [Br:1][C:2]1[C:7](=[O:8])[N:6]([C:9]2[CH:10]=[C:11]([CH:16]=[CH:17][C:18]=2[CH3:19])[C:12]([O:14]C)=[O:13])[C:5]([CH3:20])=[N:4][C:3]=1[O:21][CH2:22][C:23]1[CH:28]=[CH:27][C:26]([F:29])=[CH:25][C:24]=1[F:30].[OH-].[Na+].O1CCOCC1.FC(F)(F)C(O)=O. The catalyst is O. The product is [Br:1][C:2]1[C:7](=[O:8])[N:6]([C:9]2[CH:10]=[C:11]([CH:16]=[CH:17][C:18]=2[CH3:19])[C:12]([OH:14])=[O:13])[C:5]([CH3:20])=[N:4][C:3]=1[O:21][CH2:22][C:23]1[CH:28]=[CH:27][C:26]([F:29])=[CH:25][C:24]=1[F:30]. The yield is 0.440. (5) The reactants are [CH3:1][N:2]([CH3:19])[CH2:3][CH2:4][O:5][C:6]1[CH:11]=[CH:10][C:9]([NH2:12])=[CH:8][C:7]=1[C:13]1[N:14]([CH3:18])[N:15]=[CH:16][CH:17]=1.[Cl:20][C:21]1[CH:26]=[CH:25][C:24]([N:27]=[C:28]=[O:29])=[CH:23][CH:22]=1. The catalyst is C(Cl)Cl. The product is [Cl:20][C:21]1[CH:26]=[CH:25][C:24]([NH:27][C:28]([NH:12][C:9]2[CH:10]=[CH:11][C:6]([O:5][CH2:4][CH2:3][N:2]([CH3:19])[CH3:1])=[C:7]([C:13]3[N:14]([CH3:18])[N:15]=[CH:16][CH:17]=3)[CH:8]=2)=[O:29])=[CH:23][CH:22]=1. The yield is 0.698. (6) The reactants are [F:1][C:2]1[CH:7]=[CH:6][CH:5]=[C:4]([F:8])[C:3]=1[N:9]1[C:14]2[N:15]=[C:16](S(C)=O)[N:17]=[C:18]([C:19]3[CH:20]=[C:21]([CH:32]=[CH:33][C:34]=3[CH3:35])[C:22]([NH:24][C:25]3[CH:30]=[CH:29][C:28]([F:31])=[CH:27][CH:26]=3)=[O:23])[C:13]=2[CH:12]=[CH:11][C:10]1=[O:39].[CH3:40][N:41]([CH3:47])[CH2:42][CH2:43][CH2:44][NH:45][CH3:46]. The catalyst is C(Cl)Cl. The product is [F:1][C:2]1[CH:7]=[CH:6][CH:5]=[C:4]([F:8])[C:3]=1[N:9]1[C:14]2[N:15]=[C:16]([N:45]([CH2:44][CH2:43][CH2:42][N:41]([CH3:47])[CH3:40])[CH3:46])[N:17]=[C:18]([C:19]3[CH:20]=[C:21]([CH:32]=[CH:33][C:34]=3[CH3:35])[C:22]([NH:24][C:25]3[CH:30]=[CH:29][C:28]([F:31])=[CH:27][CH:26]=3)=[O:23])[C:13]=2[CH:12]=[CH:11][C:10]1=[O:39]. The yield is 0.630. (7) The reactants are [SH:1][C:2]1C=[CH:6][CH:5]=[CH:4][N:3]=1.[H-].[Na+].Cl[C:11]1[CH:16]=[CH:15][CH:14]=[C:13]([C:17]#[N:18])[N:12]=1.C(OCC)(=O)C.C[N:26](C=O)C. The catalyst is O. The product is [C:17]([C:13]1[CH:14]=[CH:15][CH:16]=[C:11]([S:1][C:2]2[N:26]=[CH:6][CH:5]=[CH:4][N:3]=2)[N:12]=1)#[N:18]. The yield is 0.850.